This data is from Forward reaction prediction with 1.9M reactions from USPTO patents (1976-2016). The task is: Predict the product of the given reaction. (1) The product is: [Cl:64][C:61]1[CH:62]=[CH:63][C:58]([C@H:57]2[N:52]3[C:53]([S:54][C:50]([C:48]([N:43]4[CH2:44][C@H:45]([F:47])[CH2:46][C@H:42]4[C:41]([N:40]4[CH2:39][C:36]5([CH2:37][CH2:38]5)[NH:35][CH2:34][C@@H:33]4[CH2:32][OH:31])=[O:77])=[O:49])=[C:51]3[CH:74]([CH3:75])[CH3:76])=[N:55][C@:56]2([C:67]2[CH:68]=[N:69][C:70]([Cl:73])=[CH:71][CH:72]=2)[CH3:66])=[CH:59][C:60]=1[F:65]. Given the reactants [F-].C([N+](CCCC)(CCCC)CCCC)CCC.O1CCCC1.[Si]([O:31][CH2:32][C@@H:33]1[N:40]([C:41](=[O:77])[C@@H:42]2[CH2:46][C@@H:45]([F:47])[CH2:44][N:43]2[C:48]([C:50]2[S:54][C:53]3=[N:55][C@:56]([C:67]4[CH:68]=[N:69][C:70]([Cl:73])=[CH:71][CH:72]=4)([CH3:66])[C@@H:57]([C:58]4[CH:63]=[CH:62][C:61]([Cl:64])=[C:60]([F:65])[CH:59]=4)[N:52]3[C:51]=2[CH:74]([CH3:76])[CH3:75])=[O:49])[CH2:39][C:36]2([CH2:38][CH2:37]2)[N:35](C(=O)C(F)(F)F)[CH2:34]1)(C(C)(C)C)(C)C, predict the reaction product. (2) Given the reactants F[P-](F)(F)(F)(F)F.Br[P+](N1CCCC1)(N1CCCC1)N1CCCC1.[ClH:25].[F:26][C:27]1[CH:35]=[CH:34][C:30]([C:31]([OH:33])=O)=[CH:29][C:28]=1[O:36][C:37]1[CH:42]=[CH:41][N:40]=[C:39]([NH:43][C:44]2[S:45][CH:46]=[C:47]([CH3:49])[N:48]=2)[CH:38]=1.[NH2:50][CH2:51][CH2:52][N:53]1[CH2:57][CH2:56][CH2:55][CH2:54]1.CN(C=O)C, predict the reaction product. The product is: [ClH:25].[ClH:25].[F:26][C:27]1[CH:35]=[CH:34][C:30]([C:31]([NH:50][CH2:51][CH2:52][N:53]2[CH2:57][CH2:56][CH2:55][CH2:54]2)=[O:33])=[CH:29][C:28]=1[O:36][C:37]1[CH:42]=[CH:41][N:40]=[C:39]([NH:43][C:44]2[S:45][CH:46]=[C:47]([CH3:49])[N:48]=2)[CH:38]=1.